This data is from Full USPTO retrosynthesis dataset with 1.9M reactions from patents (1976-2016). The task is: Predict the reactants needed to synthesize the given product. (1) Given the product [C:34]([NH:33][C:27]([CH2:12][CH:13]1[CH2:14][C:15]([F:17])([F:18])[CH2:16]1)([C:28]([O:30][CH2:31][CH3:32])=[O:29])[C:26]([O:25][CH2:23][CH3:24])=[O:37])(=[O:36])[CH3:35], predict the reactants needed to synthesize it. The reactants are: BrC1C=CC(S(O[CH2:12][CH:13]2[CH2:16][C:15]([F:18])([F:17])[CH2:14]2)(=O)=O)=CC=1.[Na+].[I-].[H-].[Na+].[CH2:23]([O:25][C:26](=[O:37])[CH:27]([NH:33][C:34](=[O:36])[CH3:35])[C:28]([O:30][CH2:31][CH3:32])=[O:29])[CH3:24].S(C1C=CC(Br)=CC=1)([O-])(=O)=O.[I-]. (2) Given the product [OH:25][C@@H:20]1[CH2:21][CH2:22][CH2:23][CH2:24][C@H:19]1[NH:18][C:16]1[S:17][C:13]2[CH:12]=[C:11]([CH2:10][N:7]3[C:6]4[CH:28]=[C:2]([C:31]#[N:32])[C:3]([O:29][CH3:30])=[CH:4][C:5]=4[N:9]=[CH:8]3)[CH:27]=[CH:26][C:14]=2[N:15]=1, predict the reactants needed to synthesize it. The reactants are: Br[C:2]1[C:3]([O:29][CH3:30])=[CH:4][C:5]2[N:9]=[CH:8][N:7]([CH2:10][C:11]3[CH:27]=[CH:26][C:14]4[N:15]=[C:16]([NH:18][C@@H:19]5[CH2:24][CH2:23][CH2:22][CH2:21][C@H:20]5[OH:25])[S:17][C:13]=4[CH:12]=3)[C:6]=2[CH:28]=1.[CH3:31][N:32](C=O)C. (3) Given the product [CH2:30]([C@H:25]1[CH2:24][C@@:22]2([CH3:23])[C@@H:18]([CH2:19][CH2:20][C@@H:21]2[OH:35])[C@@:17]2([CH:36]=[CH2:37])[C@H:26]1[C:27]1[CH:28]=[CH:29][C:12]([OH:11])=[CH:13][C:14]=1[CH2:15][CH2:16]2)[CH2:31][CH2:32][CH2:33][CH3:34], predict the reactants needed to synthesize it. The reactants are: CC(C[AlH]CC(C)C)C.C[O:11][C:12]1[CH:29]=[CH:28][C:27]2[C@@H:26]3[C@:17]([CH:36]=[CH2:37])([C@H:18]4[C@@:22]([CH2:24][C@@H:25]3[CH2:30][CH2:31][CH2:32][CH2:33][CH3:34])([CH3:23])[C@@H:21]([OH:35])[CH2:20][CH2:19]4)[CH2:16][CH2:15][C:14]=2[CH:13]=1.C(O)C.Cl. (4) Given the product [F:19][CH2:18][CH:17]([N:20]1[CH2:24][CH2:23][C@@H:22]([NH:25][C:2]2[CH:7]=[CH:6][C:5]([S:8]([NH2:11])(=[O:10])=[O:9])=[CH:4][C:3]=2[N+:12]([O-:14])=[O:13])[CH2:21]1)[CH2:16][F:15], predict the reactants needed to synthesize it. The reactants are: F[C:2]1[CH:7]=[CH:6][C:5]([S:8]([NH2:11])(=[O:10])=[O:9])=[CH:4][C:3]=1[N+:12]([O-:14])=[O:13].[F:15][CH2:16][CH:17]([N:20]1[CH2:24][CH2:23][C@@H:22]([NH2:25])[CH2:21]1)[CH2:18][F:19].C(N(C(C)C)C(C)C)C. (5) Given the product [N:16]1([CH2:22][CH2:23][CH2:24][NH:25][C:2]2[N:3]=[N+:4]([O-:15])[C:5]3[CH:11]=[C:10]4[CH2:12][CH2:13][O:14][C:9]4=[CH:8][C:6]=3[N:7]=2)[CH2:21][CH2:20][O:19][CH2:18][CH2:17]1, predict the reactants needed to synthesize it. The reactants are: Cl[C:2]1[N:3]=[N+:4]([O-:15])[C:5]2[CH:11]=[C:10]3[CH2:12][CH2:13][O:14][C:9]3=[CH:8][C:6]=2[N:7]=1.[N:16]1([CH2:22][CH2:23][CH2:24][NH2:25])[CH2:21][CH2:20][O:19][CH2:18][CH2:17]1.